Task: Predict which catalyst facilitates the given reaction.. Dataset: Catalyst prediction with 721,799 reactions and 888 catalyst types from USPTO (1) Reactant: C([O:3][C:4](=[O:29])[CH2:5][C:6]([NH:9][C:10]([C:12]1[CH:17]=[CH:16][C:15]([N:18]2[CH2:21][C:20]([F:23])([F:22])[CH2:19]2)=[C:14]([O:24][CH2:25][CH:26]2[CH2:28][CH2:27]2)[N:13]=1)=[O:11])([CH3:8])[CH3:7])C.O.[OH-].[Li+]. Product: [CH:26]1([CH2:25][O:24][C:14]2[N:13]=[C:12]([C:10]([NH:9][C:6]([CH3:8])([CH3:7])[CH2:5][C:4]([OH:29])=[O:3])=[O:11])[CH:17]=[CH:16][C:15]=2[N:18]2[CH2:21][C:20]([F:22])([F:23])[CH2:19]2)[CH2:28][CH2:27]1. The catalyst class is: 20. (2) Reactant: [Cl:1][C:2]1[C:3]([NH:19][C:20]2[CH:24]=[C:23]([O:25][CH2:26][CH3:27])[NH:22][N:21]=2)=[N:4][C:5]([NH:9][C@H:10]([C:12]2[CH:17]=[CH:16][C:15]([F:18])=[CH:14][CH:13]=2)[CH3:11])=[N:6][C:7]=1Cl.[NH2:28][CH2:29][C@@H:30]([OH:33])[CH2:31][OH:32]. Product: [Cl:1][C:2]1[C:7]([NH:28][CH2:29][C@@H:30]([OH:33])[CH2:31][OH:32])=[N:6][C:5]([NH:9][C@H:10]([C:12]2[CH:17]=[CH:16][C:15]([F:18])=[CH:14][CH:13]=2)[CH3:11])=[N:4][C:3]=1[NH:19][C:20]1[NH:21][N:22]=[C:23]([O:25][CH2:26][CH3:27])[CH:24]=1. The catalyst class is: 51. (3) Reactant: [CH2:1]([O:8][C:9]1[C:14]([N+:15]([O-:17])=[O:16])=[CH:13][CH:12]=[C:11](Cl)[N:10]=1)[C:2]1[CH:7]=[CH:6][CH:5]=[CH:4][CH:3]=1.[CH:19]([Sn](CCCC)(CCCC)CCCC)=[CH2:20]. Product: [CH2:1]([O:8][C:9]1[C:14]([N+:15]([O-:17])=[O:16])=[CH:13][CH:12]=[C:11]([CH:19]=[CH2:20])[N:10]=1)[C:2]1[CH:7]=[CH:6][CH:5]=[CH:4][CH:3]=1. The catalyst class is: 109. (4) Reactant: [CH3:1][O:2][CH2:3][C@H:4]([CH3:32])[O:5][C:6]1[CH:7]=[C:8]([CH:19]=[C:20]([C:22]2[NH:23][C:24]([C:27]3[S:28][CH:29]=[CH:30][N:31]=3)=[CH:25][CH:26]=2)[CH:21]=1)[O:9][C:10]1[N:11]=[CH:12][C:13]([C:16]([OH:18])=O)=[N:14][CH:15]=1.Cl.[NH:34]1[CH2:37][CH2:36][CH2:35]1.CN(C(ON1N=NC2C=CC=NC1=2)=[N+](C)C)C.F[P-](F)(F)(F)(F)F.C(N(CC)C(C)C)(C)C. Product: [N:34]1([C:16]([C:13]2[CH:12]=[N:11][C:10]([O:9][C:8]3[CH:19]=[C:20]([C:22]4[NH:23][C:24]([C:27]5[S:28][CH:29]=[CH:30][N:31]=5)=[CH:25][CH:26]=4)[CH:21]=[C:6]([O:5][C@@H:4]([CH3:32])[CH2:3][O:2][CH3:1])[CH:7]=3)=[CH:15][N:14]=2)=[O:18])[CH2:37][CH2:36][CH2:35]1. The catalyst class is: 30. (5) Reactant: [Cl:1][C:2]1[N:10]=[C:9](Cl)[C:8]([F:12])=[CH:7][C:3]=1[C:4]([NH2:6])=[O:5].[CH3:13][N:14]1[CH2:19][CH2:18][N:17]([C:20]2[CH:26]=[CH:25][C:23]([NH2:24])=[CH:22][CH:21]=2)[CH2:16][CH2:15]1.C[Si]([N-][Si](C)(C)C)(C)C.[Li+]. Product: [Cl:1][C:2]1[N:10]=[C:9]([NH:24][C:23]2[CH:22]=[CH:21][C:20]([N:17]3[CH2:16][CH2:15][N:14]([CH3:13])[CH2:19][CH2:18]3)=[CH:26][CH:25]=2)[C:8]([F:12])=[CH:7][C:3]=1[C:4]([NH2:6])=[O:5]. The catalyst class is: 1.